Dataset: Reaction yield outcomes from USPTO patents with 853,638 reactions. Task: Predict the reaction yield, written as a fraction of the theoretical maximum amount of product (1.0 means a 100% yield; for example, 0.34 means a 34% yield). (1) The reactants are [CH3:1][O:2][C:3]1[CH:4]=[C:5]2[C:11]([C:12]([O:14][CH3:15])=[O:13])=[N:10][NH:9][C:6]2=[N:7][CH:8]=1.[Br:16][C:17]1[CH:18]=[C:19](B(O)O)[CH:20]=[CH:21][CH:22]=1. No catalyst specified. The product is [Br:16][C:17]1[CH:22]=[C:21]([N:9]2[C:6]3=[N:7][CH:8]=[C:3]([O:2][CH3:1])[CH:4]=[C:5]3[C:11]([C:12]([O:14][CH3:15])=[O:13])=[N:10]2)[CH:20]=[CH:19][CH:18]=1. The yield is 0.350. (2) The reactants are [N+:1]([C:4]1[CH:12]=[C:11]2[C:7]([C:8]([NH:13][CH2:14][CH2:15][N:16]3[CH2:21][CH2:20][CH2:19][CH2:18][CH2:17]3)=[N:9][NH:10]2)=[CH:6][CH:5]=1)([O-:3])=[O:2].[O:22](C(OC(C)(C)C)=O)[C:23]([O:25][C:26]([CH3:29])([CH3:28])[CH3:27])=O.O.[C:38](=[O:41])(O)[O-:39].[Na+]. The catalyst is CN(C1C=CN=CC=1)C.C1COCC1. The product is [C:7]([O:39][C:38]([N:10]1[C:11]2[C:7](=[CH:6][CH:5]=[C:4]([N+:1]([O-:3])=[O:2])[CH:12]=2)[C:8]([N:13]([C:23]([O:25][C:26]([CH3:29])([CH3:28])[CH3:27])=[O:22])[CH2:14][CH2:15][N:16]2[CH2:17][CH2:18][CH2:19][CH2:20][CH2:21]2)=[N:9]1)=[O:41])([CH3:11])([CH3:8])[CH3:6]. The yield is 0.463.